Dataset: NCI-60 drug combinations with 297,098 pairs across 59 cell lines. Task: Regression. Given two drug SMILES strings and cell line genomic features, predict the synergy score measuring deviation from expected non-interaction effect. (1) Drug 1: C1=C(C(=O)NC(=O)N1)N(CCCl)CCCl. Drug 2: CCC1=C2CN3C(=CC4=C(C3=O)COC(=O)C4(CC)O)C2=NC5=C1C=C(C=C5)O. Cell line: NCI/ADR-RES. Synergy scores: CSS=21.0, Synergy_ZIP=-11.5, Synergy_Bliss=-4.22, Synergy_Loewe=-8.99, Synergy_HSA=-1.59. (2) Drug 1: CCC1(CC2CC(C3=C(CCN(C2)C1)C4=CC=CC=C4N3)(C5=C(C=C6C(=C5)C78CCN9C7C(C=CC9)(C(C(C8N6C)(C(=O)OC)O)OC(=O)C)CC)OC)C(=O)OC)O.OS(=O)(=O)O. Drug 2: CC1=C2C(C(=O)C3(C(CC4C(C3C(C(C2(C)C)(CC1OC(=O)C(C(C5=CC=CC=C5)NC(=O)OC(C)(C)C)O)O)OC(=O)C6=CC=CC=C6)(CO4)OC(=O)C)O)C)O. Cell line: SNB-19. Synergy scores: CSS=7.51, Synergy_ZIP=3.07, Synergy_Bliss=-1.50, Synergy_Loewe=-6.65, Synergy_HSA=-5.41. (3) Drug 1: CC=C1C(=O)NC(C(=O)OC2CC(=O)NC(C(=O)NC(CSSCCC=C2)C(=O)N1)C(C)C)C(C)C. Drug 2: C1=NC(=NC(=O)N1C2C(C(C(O2)CO)O)O)N. Cell line: ACHN. Synergy scores: CSS=52.0, Synergy_ZIP=-5.28, Synergy_Bliss=-7.76, Synergy_Loewe=-23.9, Synergy_HSA=-6.09. (4) Drug 1: CCCS(=O)(=O)NC1=C(C(=C(C=C1)F)C(=O)C2=CNC3=C2C=C(C=N3)C4=CC=C(C=C4)Cl)F. Drug 2: CN1C(=O)N2C=NC(=C2N=N1)C(=O)N. Cell line: RXF 393. Synergy scores: CSS=3.52, Synergy_ZIP=-1.86, Synergy_Bliss=-8.20, Synergy_Loewe=-16.0, Synergy_HSA=-9.80. (5) Drug 2: CS(=O)(=O)OCCCCOS(=O)(=O)C. Synergy scores: CSS=2.80, Synergy_ZIP=-0.567, Synergy_Bliss=0.382, Synergy_Loewe=-6.20, Synergy_HSA=-1.99. Drug 1: C1=NC(=NC(=O)N1C2C(C(C(O2)CO)O)O)N. Cell line: MCF7. (6) Drug 1: C1CC(C1)(C(=O)O)C(=O)O.[NH2-].[NH2-].[Pt+2]. Drug 2: C#CCC(CC1=CN=C2C(=N1)C(=NC(=N2)N)N)C3=CC=C(C=C3)C(=O)NC(CCC(=O)O)C(=O)O. Cell line: IGROV1. Synergy scores: CSS=66.5, Synergy_ZIP=1.99, Synergy_Bliss=0.378, Synergy_Loewe=-10.3, Synergy_HSA=-0.774. (7) Drug 1: C1=NC2=C(N1)C(=S)N=CN2. Drug 2: CC1CCC2CC(C(=CC=CC=CC(CC(C(=O)C(C(C(=CC(C(=O)CC(OC(=O)C3CCCCN3C(=O)C(=O)C1(O2)O)C(C)CC4CCC(C(C4)OC)O)C)C)O)OC)C)C)C)OC. Cell line: NCI-H460. Synergy scores: CSS=1.28, Synergy_ZIP=0.175, Synergy_Bliss=1.29, Synergy_Loewe=1.08, Synergy_HSA=-0.0294.